From a dataset of Full USPTO retrosynthesis dataset with 1.9M reactions from patents (1976-2016). Predict the reactants needed to synthesize the given product. Given the product [F:10][C:11]1[CH:12]=[C:13]([NH2:14])[CH:15]=[CH:16][C:17]=1[O:18][C:19]1[CH:24]=[CH:23][N:22]=[C:21]2[CH:25]=[C:26]([C:3]#[C:2][CH2:1][N:4]3[CH2:9][CH2:8][O:7][CH2:6][CH2:5]3)[S:27][C:20]=12, predict the reactants needed to synthesize it. The reactants are: [CH2:1]([N:4]1[CH2:9][CH2:8][O:7][CH2:6][CH2:5]1)[C:2]#[CH:3].[F:10][C:11]1[CH:12]=[C:13]([CH:15]=[CH:16][C:17]=1[O:18][C:19]1[CH:24]=[CH:23][N:22]=[C:21]2[CH:25]=[C:26](I)[S:27][C:20]=12)[NH2:14].